This data is from Catalyst prediction with 721,799 reactions and 888 catalyst types from USPTO. The task is: Predict which catalyst facilitates the given reaction. (1) The catalyst class is: 5. Reactant: [C:1]([Si:18](C)([CH3:25])[O:19][N-:20][C:21]([CH3:24])([CH3:23])[CH3:22])(OCC1C2C(=CC=CC=2)C2C1=CC=CC=2)=O.[NH:27]1[CH2:34][CH2:33][CH2:32][C@H:28]1[C:29]([OH:31])=[O:30].C(#N)C.N1CCCCC1.C(Cl)Cl. Product: [C:21]([N-:20][O:19][SiH:18]([CH3:25])[CH3:1])([CH3:24])([CH3:23])[CH3:22].[NH:27]1[CH2:34][CH2:33][CH2:32][C@H:28]1[C:29]([OH:31])=[O:30]. (2) Reactant: ClC(OCCCl)=O.[N:8]1([C:14]([O:16][C:17]([CH3:20])(C)C)=[O:15])[CH2:13][CH2:12][NH:11][CH2:10][CH2:9]1.C(N(C(C)C)CC)(C)C.[CH2:30]([NH2:33])[C:31]#[CH:32]. Product: [CH2:30]([NH:33][CH2:20][CH2:17][O:16][C:14]([N:8]1[CH2:9][CH2:10][NH:11][CH2:12][CH2:13]1)=[O:15])[C:31]#[CH:32]. The catalyst class is: 22. (3) Reactant: [CH3:1][NH:2][CH:3]1[CH2:16][C:15]2[C:6]([CH3:25])([CH:7]3[CH:12]([CH2:13][CH:14]=2)[CH:11]2[CH2:17][CH2:18][CH:19]4[CH:20]([CH3:24])[N:21]([CH3:23])[CH2:22][C:10]24[CH2:9][CH2:8]3)[CH2:5][CH2:4]1.Br[C:27]1[CH:34]=[CH:33][C:30]([C:31]#[N:32])=[CH:29][CH:28]=1.C1(P(C2C=CC=CC=2)C2C=CC3C(=CC=CC=3)C=2C2C3C(=CC=CC=3)C=CC=2P(C2C=CC=CC=2)C2C=CC=CC=2)C=CC=CC=1.C(=O)([O-])[O-].[Cs+].[Cs+]. Product: [CH3:1][N:2]([CH:3]1[CH2:16][C:15]2[C:6]([CH3:25])([CH:7]3[CH:12]([CH2:13][CH:14]=2)[CH:11]2[CH2:17][CH2:18][CH:19]4[CH:20]([CH3:24])[N:21]([CH3:23])[CH2:22][C:10]24[CH2:9][CH2:8]3)[CH2:5][CH2:4]1)[C:27]1[CH:34]=[CH:33][C:30]([C:31]#[N:32])=[CH:29][CH:28]=1. The catalyst class is: 11.